This data is from Peptide-MHC class I binding affinity with 185,985 pairs from IEDB/IMGT. The task is: Regression. Given a peptide amino acid sequence and an MHC pseudo amino acid sequence, predict their binding affinity value. This is MHC class I binding data. (1) The peptide sequence is VILPDKIDGL. The MHC is HLA-A68:02 with pseudo-sequence HLA-A68:02. The binding affinity (normalized) is 0. (2) The peptide sequence is LPLESCFGV. The MHC is HLA-B18:01 with pseudo-sequence HLA-B18:01. The binding affinity (normalized) is 0.0847. (3) The peptide sequence is DLSNSMRDF. The MHC is HLA-B27:05 with pseudo-sequence HLA-B27:05. The binding affinity (normalized) is 0.0847. (4) The peptide sequence is AQPAPQAPY. The MHC is HLA-B40:01 with pseudo-sequence HLA-B40:01. The binding affinity (normalized) is 0.213. (5) The peptide sequence is KALGPGATL. The MHC is HLA-B07:02 with pseudo-sequence HLA-B07:02. The binding affinity (normalized) is 0.702. (6) The peptide sequence is YYKKDNAYY. The MHC is HLA-A30:02 with pseudo-sequence HLA-A30:02. The binding affinity (normalized) is 0.746. (7) The peptide sequence is CFLIFHFFL. The MHC is HLA-A30:02 with pseudo-sequence HLA-A30:02. The binding affinity (normalized) is 0.149. (8) The peptide sequence is HVLLPFYET. The MHC is HLA-A02:02 with pseudo-sequence HLA-A02:02. The binding affinity (normalized) is 0.103. (9) The peptide sequence is DPNFHQAVM. The MHC is HLA-B35:01 with pseudo-sequence HLA-B35:01. The binding affinity (normalized) is 0.936. (10) The peptide sequence is FVFLALAGR. The MHC is HLA-A02:03 with pseudo-sequence HLA-A02:03. The binding affinity (normalized) is 0.